This data is from Retrosynthesis with 50K atom-mapped reactions and 10 reaction types from USPTO. The task is: Predict the reactants needed to synthesize the given product. Given the product Cc1ccc2c(N3CCN(C(=O)[C@H](O)CC(C)C)CC3)nc(-c3c(O)cccc3F)nc2c1, predict the reactants needed to synthesize it. The reactants are: CC(C)C[C@@H](O)C(=O)N1CCNCC1.Cc1ccc2c(Cl)nc(-c3c(O)cccc3F)nc2c1.